This data is from Forward reaction prediction with 1.9M reactions from USPTO patents (1976-2016). The task is: Predict the product of the given reaction. (1) The product is: [CH3:24][Si:25]([CH3:27])([CH3:26])[O:1][CH:2]1[CH2:7][CH2:6][N:5]([C:8]2[CH:13]=[CH:12][C:11]([N+:14]([O-:16])=[O:15])=[CH:10][CH:9]=2)[CH2:4][CH2:3]1. Given the reactants [O:1]=[C:2]1[CH2:7][CH2:6][N:5]([C:8]2[CH:13]=[CH:12][C:11]([N+:14]([O-:16])=[O:15])=[CH:10][CH:9]=2)[CH2:4][CH2:3]1.C(N(CC)CC)C.[CH3:24][Si:25](Cl)([CH3:27])[CH3:26], predict the reaction product. (2) Given the reactants [CH3:1][N:2]([CH3:21])[C:3]1[CH:20]=[CH:19][C:6]([C:7]([NH:9][C:10]2[CH:18]=[CH:17][C:13]([C:14]([O-:16])=O)=[CH:12][CH:11]=2)=[O:8])=[CH:5][CH:4]=1.[NH2:22][C:23]1[CH:40]=[CH:39][C:26]2[N:27]=[C:28]([C:30]3[CH:35]=[CH:34][C:33]([N:36]([CH3:38])[CH3:37])=[CH:32][CH:31]=3)[NH:29][C:25]=2[CH:24]=1, predict the reaction product. The product is: [CH3:37][N:36]([CH3:38])[C:33]1[CH:32]=[CH:31][C:30]([C:28]2[NH:27][C:26]3[CH:39]=[CH:40][C:23]([NH:22][C:14](=[O:16])[C:13]4[CH:12]=[CH:11][C:10]([NH:9][C:7](=[O:8])[C:6]5[CH:5]=[CH:4][C:3]([N:2]([CH3:1])[CH3:21])=[CH:20][CH:19]=5)=[CH:18][CH:17]=4)=[CH:24][C:25]=3[N:29]=2)=[CH:35][CH:34]=1. (3) Given the reactants [CH:1]1[C:10]2[C:11]3[CH2:17][CH2:16][CH2:15][CH2:14][CH2:13][C:12]=3[N:8]3[C:9]=2[C:4]([CH2:5][CH2:6][CH2:7]3)=[CH:3][C:2]=1[NH2:18].[C:19](Cl)(=[O:24])[CH2:20][CH:21]([CH3:23])[CH3:22], predict the reaction product. The product is: [CH:1]1[C:10]2[C:11]3[CH2:17][CH2:16][CH2:15][CH2:14][CH2:13][C:12]=3[N:8]3[C:9]=2[C:4]([CH2:5][CH2:6][CH2:7]3)=[CH:3][C:2]=1[NH:18][C:19](=[O:24])[CH2:20][CH:21]([CH3:23])[CH3:22]. (4) Given the reactants [NH2:1][CH2:2][CH2:3][CH2:4][CH2:5][N:6]1[C:18]2[C:17]3[CH:16]=[CH:15][CH:14]=[CH:13][C:12]=3[N:11]=[C:10]([NH2:19])[C:9]=2[N:8]=[C:7]1[CH2:20][CH2:21][CH2:22][CH2:23][CH3:24].[CH3:25][S:26](Cl)(=[O:28])=[O:27], predict the reaction product. The product is: [NH2:19][C:10]1[C:9]2[N:8]=[C:7]([CH2:20][CH2:21][CH2:22][CH2:23][CH3:24])[N:6]([CH2:5][CH2:4][CH2:3][CH2:2][NH:1][S:26]([CH3:25])(=[O:28])=[O:27])[C:18]=2[C:17]2[CH:16]=[CH:15][CH:14]=[CH:13][C:12]=2[N:11]=1.